From a dataset of Merck oncology drug combination screen with 23,052 pairs across 39 cell lines. Regression. Given two drug SMILES strings and cell line genomic features, predict the synergy score measuring deviation from expected non-interaction effect. Drug 1: Nc1ccn(C2OC(CO)C(O)C2(F)F)c(=O)n1. Drug 2: CS(=O)(=O)CCNCc1ccc(-c2ccc3ncnc(Nc4ccc(OCc5cccc(F)c5)c(Cl)c4)c3c2)o1. Cell line: RKO. Synergy scores: synergy=-14.4.